Dataset: CYP2D6 inhibition data for predicting drug metabolism from PubChem BioAssay. Task: Regression/Classification. Given a drug SMILES string, predict its absorption, distribution, metabolism, or excretion properties. Task type varies by dataset: regression for continuous measurements (e.g., permeability, clearance, half-life) or binary classification for categorical outcomes (e.g., BBB penetration, CYP inhibition). Dataset: cyp2d6_veith. (1) The molecule is Cc1ccc(N2C(=O)C3C4C=CC(C4)C3C2=O)cc1C. The result is 0 (non-inhibitor). (2) The compound is CCNc1ncc2nc(CCc3ccccc3)c(=O)n(CCOC)c2n1. The result is 1 (inhibitor). (3) The drug is O=S(=O)(O)c1cc(O)c2c(N=Cc3ccccc3O)cc(S(=O)(=O)O)cc2c1. The result is 0 (non-inhibitor). (4) The drug is C[N+](C)(C)c1nc(N)nc2c1ncn2[C@H]1O[C@@H](CO)[C@@H](O)[C@H]1O. The result is 0 (non-inhibitor).